Predict the reactants needed to synthesize the given product. From a dataset of Full USPTO retrosynthesis dataset with 1.9M reactions from patents (1976-2016). (1) Given the product [F:19][C:4]1[C:5]([F:18])=[C:6]([S:9]([CH2:10][CH2:11][C:12]2[CH:13]=[CH:14][CH:15]=[CH:16][CH:17]=2)(=[O:26])=[O:28])[C:7]([F:8])=[C:2]([F:1])[C:3]=1[S:20]([NH2:23])(=[O:22])=[O:21], predict the reactants needed to synthesize it. The reactants are: [F:1][C:2]1[C:7]([F:8])=[C:6]([S:9][CH2:10][CH2:11][C:12]2[CH:17]=[CH:16][CH:15]=[CH:14][CH:13]=2)[C:5]([F:18])=[C:4]([F:19])[C:3]=1[S:20]([NH2:23])(=[O:22])=[O:21].CC(O)=[O:26].[OH2:28]. (2) Given the product [Br:1][C:2]1[CH:3]=[C:4]2[C@@:15]3([N:20]=[C:19]([NH2:21])[CH2:18][O:17][CH2:16]3)[C:14]3[C:9](=[CH:10][CH:11]=[C:12]([C:33]#[C:32][C:31]([CH3:35])([CH3:34])[CH3:30])[CH:13]=3)[O:8][C:5]2=[N:6][CH:7]=1, predict the reactants needed to synthesize it. The reactants are: [Br:1][C:2]1[CH:3]=[C:4]2[C@@:15]3([N:20]=[C:19]([NH2:21])[CH2:18][O:17][CH2:16]3)[C:14]3[C:9](=[CH:10][CH:11]=[C:12](I)[CH:13]=3)[O:8][C:5]2=[N:6][CH:7]=1.C(NC(C)C)(C)C.[CH3:30][C:31]([CH3:35])([CH3:34])[C:32]#[CH:33].CN(C=O)C. (3) Given the product [CH3:1][CH2:2][O:3][C:4]([C:6]1[C@@H:11]([C:12]2[C:17]([Cl:18])=[CH:16][CH:15]=[CH:14][CH:13]=2)[C:10]([C:19]([O:21][CH3:22])=[O:20])=[C:9]([CH3:23])[NH:8][C:7]=1[CH2:24][O:25][CH2:26][CH2:27][NH2:28])=[O:5].[C:39]([O-:47])(=[O:46])[C@H:40]([CH2:42][C:43]([O-:45])=[O:44])[OH:41], predict the reactants needed to synthesize it. The reactants are: [CH3:1][CH2:2][O:3][C:4]([C:6]1[C@@H:11]([C:12]2[C:17]([Cl:18])=[CH:16][CH:15]=[CH:14][CH:13]=2)[C:10]([C:19]([O:21][CH3:22])=[O:20])=[C:9]([CH3:23])[NH:8][C:7]=1[CH2:24][O:25][CH2:26][CH2:27][NH2:28])=[O:5].CC(O)C.CC(OC)(C)C.[C:39]([OH:47])(=[O:46])[C@H:40]([CH2:42][C:43]([OH:45])=[O:44])[OH:41]. (4) The reactants are: [CH2:1]([N:5]1[C:9]([CH2:10][CH2:11][S:12]([CH2:15][CH2:16][CH3:17])(=[O:14])=[O:13])=[CH:8][C:7]([C:18]([OH:20])=O)=[N:6]1)[CH2:2][CH2:3][CH3:4].C(Cl)(=O)C(Cl)=O.C[N:28](C=O)C. Given the product [CH2:1]([N:5]1[C:9]([CH2:10][CH2:11][S:12]([CH2:15][CH2:16][CH3:17])(=[O:14])=[O:13])=[CH:8][C:7]([C:18]([NH2:28])=[O:20])=[N:6]1)[CH2:2][CH2:3][CH3:4], predict the reactants needed to synthesize it. (5) Given the product [CH2:8]([O:9][C:10](=[O:29])[C@H:11]([OH:28])[CH2:12][C@H:13]([NH2:27])[CH2:14][C:15]1[CH:16]=[CH:17][C:18]([C:21]2[CH:22]=[CH:23][CH:24]=[CH:25][CH:26]=2)=[CH:19][CH:20]=1)[CH3:3], predict the reactants needed to synthesize it. The reactants are: CC1OC(=O)O[C:3]=1[CH2:8][O:9][C:10](=[O:29])[C@H:11]([OH:28])[CH2:12][C@H:13]([NH2:27])[CH2:14][C:15]1[CH:20]=[CH:19][C:18]([C:21]2[CH:26]=[CH:25][CH:24]=[CH:23][CH:22]=2)=[CH:17][CH:16]=1.OC1C=C(C(O)=O)ON=1.CCN(C(C)C)C(C)C.